This data is from Peptide-MHC class II binding affinity with 134,281 pairs from IEDB. The task is: Regression. Given a peptide amino acid sequence and an MHC pseudo amino acid sequence, predict their binding affinity value. This is MHC class II binding data. The peptide sequence is LAKYKANWIEIMRIK. The MHC is HLA-DQA10501-DQB10301 with pseudo-sequence HLA-DQA10501-DQB10301. The binding affinity (normalized) is 0.316.